Dataset: Full USPTO retrosynthesis dataset with 1.9M reactions from patents (1976-2016). Task: Predict the reactants needed to synthesize the given product. Given the product [CH3:1][C:2]1[S:3][CH:4]=[C:5]([C:7]2[CH:14]=[CH:13][C:10]([CH2:11][NH2:12])=[CH:9][CH:8]=2)[N:6]=1, predict the reactants needed to synthesize it. The reactants are: [CH3:1][C:2]1[S:3][CH:4]=[C:5]([C:7]2[CH:14]=[CH:13][C:10]([C:11]#[N:12])=[CH:9][CH:8]=2)[N:6]=1.[H-].[Al+3].[Li+].[H-].[H-].[H-].CCOC(C)=O.O.